Dataset: Full USPTO retrosynthesis dataset with 1.9M reactions from patents (1976-2016). Task: Predict the reactants needed to synthesize the given product. Given the product [N:29]([CH:10]1[C:19]2[C:14](=[C:15]([CH2:20][N:21]3[CH2:26][CH2:25][CH2:24][CH2:23][CH2:22]3)[CH:16]=[CH:17][CH:18]=2)[O:13][CH2:12][CH2:11]1)=[N+:30]=[N-:31], predict the reactants needed to synthesize it. The reactants are: Cl.CO.C([Si](C)(C)O[CH:10]1[C:19]2[C:14](=[C:15]([CH2:20][N:21]3[CH2:26][CH2:25][CH2:24][CH2:23][CH2:22]3)[CH:16]=[CH:17][CH:18]=2)[O:13][CH2:12][CH2:11]1)(C)(C)C.[N-:29]=[N+:30]=[N-:31].[Na+].